This data is from Kir2.1 potassium channel HTS with 301,493 compounds. The task is: Binary Classification. Given a drug SMILES string, predict its activity (active/inactive) in a high-throughput screening assay against a specified biological target. (1) The drug is S(CC(=O)Nc1ccc(N2CCOCC2)cc1)c1ccc(F)cc1. The result is 0 (inactive). (2) The molecule is Clc1ncccc1C(=O)Nc1c2nsnc2ccc1. The result is 0 (inactive). (3) The drug is O1CC(=Nc2c1cccc2)c1ccccc1. The result is 0 (inactive).